From a dataset of Forward reaction prediction with 1.9M reactions from USPTO patents (1976-2016). Predict the product of the given reaction. (1) Given the reactants [C:1]([O:5][C:6]([NH:8][C@H:9]1[CH2:13][CH2:12][NH:11][CH2:10]1)=[O:7])([CH3:4])([CH3:3])[CH3:2].C(N(CC)CC)C.[C:21](O[C:21]([O:23][C:24]([CH3:27])([CH3:26])[CH3:25])=[O:22])([O:23][C:24]([CH3:27])([CH3:26])[CH3:25])=[O:22], predict the reaction product. The product is: [C:1]([O:5][C:6]([NH:8][C@H:9]1[CH2:13][CH2:12][N:11]([C:21]([O:23][C:24]([CH3:27])([CH3:26])[CH3:25])=[O:22])[CH2:10]1)=[O:7])([CH3:4])([CH3:2])[CH3:3]. (2) Given the reactants [CH2:1]([O:3][C:4](=[O:13])[CH2:5][CH2:6][NH:7][CH:8]1[CH2:12][CH2:11][CH2:10][CH2:9]1)[CH3:2].C[Si]([N-][Si](C)(C)C)(C)C.[Li+].I[CH2:25][CH2:26][CH3:27], predict the reaction product. The product is: [CH2:1]([O:3][C:4](=[O:13])[CH:5]([CH2:6][NH:7][CH:8]1[CH2:12][CH2:11][CH2:10][CH2:9]1)[CH2:25][CH2:26][CH3:27])[CH3:2]. (3) Given the reactants Cl[C:2]1[CH:7]=[C:6]([N:8]2[CH2:13][CH2:12][O:11][CH2:10][CH2:9]2)[N:5]2[N:14]=[C:15]([C:17]3[CH:22]=[CH:21][C:20]([NH:23][CH2:24][CH2:25][O:26][CH3:27])=[CH:19][CH:18]=3)[CH:16]=[C:4]2[N:3]=1.C(=O)([O-])[O-].[K+].[K+].O.[NH2:35][NH2:36].[CH2:37](O)[CH3:38], predict the reaction product. The product is: [CH3:27][O:26][CH2:25][CH2:24][NH:23][C:20]1[CH:21]=[CH:22][C:17]([C:15]2[CH:16]=[C:4]3[N:3]=[C:2]([NH:35][N:36]=[CH:22][C:17]4[CH:15]=[CH:16][CH:4]=[C:37]([CH3:38])[CH:18]=4)[CH:7]=[C:6]([N:8]4[CH2:13][CH2:12][O:11][CH2:10][CH2:9]4)[N:5]3[N:14]=2)=[CH:18][CH:19]=1. (4) Given the reactants [CH2:1]([O:3][C:4]([C:6]1[C:7]2[S:15][CH:14]=[C:13]([CH2:16][O:17][C:18]3[CH:23]=[CH:22][CH:21]=[C:20]([C:24](O)=[O:25])[CH:19]=3)[C:8]=2[C:9]([NH2:12])=[N:10][CH:11]=1)=[O:5])[CH3:2].C(N(C(C)C)CC)(C)C.C1C=CC2N(O)N=NC=2C=1.CN(C(ON1N=NC2C=CC=CC1=2)=[N+](C)C)C.F[P-](F)(F)(F)(F)F.[Cl:70][C:71]1[CH:77]=[CH:76][C:74]([NH2:75])=[CH:73][CH:72]=1, predict the reaction product. The product is: [CH2:1]([O:3][C:4]([C:6]1[C:7]2[S:15][CH:14]=[C:13]([CH2:16][O:17][C:18]3[CH:23]=[CH:22][CH:21]=[C:20]([C:24](=[O:25])[NH:75][C:74]4[CH:76]=[CH:77][C:71]([Cl:70])=[CH:72][CH:73]=4)[CH:19]=3)[C:8]=2[C:9]([NH2:12])=[N:10][CH:11]=1)=[O:5])[CH3:2]. (5) Given the reactants [S:1]([C:5]([C:8]([C:11]([C:14]([F:17])([F:16])[F:15])([F:13])[F:12])([F:10])[F:9])([F:7])[F:6])([O-:4])(=[O:3])=[O:2].[K+].S([O-])(O)(=O)=O.[CH3:24][C:25]1[CH:30]=[CH:29][C:28]([I+:31][C:32]2[CH:37]=[CH:36][C:35]([CH2:38][CH:39]([CH3:41])[CH3:40])=[CH:34][CH:33]=2)=[CH:27][CH:26]=1.C(Cl)Cl, predict the reaction product. The product is: [S:1]([C:5]([C:8]([C:11]([C:14]([F:15])([F:16])[F:17])([F:12])[F:13])([F:10])[F:9])([F:7])[F:6])([O-:4])(=[O:3])=[O:2].[CH3:24][C:25]1[CH:26]=[CH:27][C:28]([I+:31][C:32]2[CH:37]=[CH:36][C:35]([CH2:38][CH:39]([CH3:41])[CH3:40])=[CH:34][CH:33]=2)=[CH:29][CH:30]=1. (6) Given the reactants [Br:1][C:2]1[CH:7]=[C:6]([O:8][CH3:9])[C:5]([OH:10])=[CH:4][C:3]=1[C:11](=O)[CH3:12].Cl.[N+:15]([C:18]1[CH:26]=[CH:25][C:21]([CH2:22][O:23][NH2:24])=[CH:20][CH:19]=1)([O-:17])=[O:16].N1C=CN=C1.C(OCC)(=O)C.CCCCCC, predict the reaction product. The product is: [N+:15]([C:18]1[CH:19]=[CH:20][C:21]([CH2:22][O:23]/[N:24]=[C:11](/[C:3]2[CH:4]=[C:5]([OH:10])[C:6]([O:8][CH3:9])=[CH:7][C:2]=2[Br:1])\[CH3:12])=[CH:25][CH:26]=1)([O-:17])=[O:16]. (7) Given the reactants [CH3:1][O:2][C:3]1[CH:11]=[C:10]2[C:6]([CH2:7]/[C:8](=[CH:13]\[C:14]3[C:19]([C:20]([F:23])([F:22])[F:21])=[CH:18][CH:17]=[CH:16][N:15]=3)/[C:9]2=[O:12])=[CH:5][C:4]=1[N:24]1[CH2:29][CH2:28][O:27][CH2:26][CH2:25]1, predict the reaction product. The product is: [CH3:1][O:2][C:3]1[CH:11]=[C:10]2[C:6]([CH2:7][CH:8]([CH2:13][C:14]3[C:19]([C:20]([F:23])([F:22])[F:21])=[CH:18][CH:17]=[CH:16][N:15]=3)[C:9]2=[O:12])=[CH:5][C:4]=1[N:24]1[CH2:25][CH2:26][O:27][CH2:28][CH2:29]1. (8) Given the reactants [NH2:1][C:2]1[CH:9]=[CH:8][C:5]([C:6]#[N:7])=[CH:4][CH:3]=1.[F:10][C:11]1[CH:28]=[CH:27][C:14]([CH2:15][CH:16]2[CH2:21][CH2:20][N:19]([C:22](=[O:26])[C:23](O)=[O:24])[CH2:18][CH2:17]2)=[CH:13][CH:12]=1, predict the reaction product. The product is: [C:6]([C:5]1[CH:8]=[CH:9][C:2]([NH:1][C:23](=[O:24])[C:22]([N:19]2[CH2:18][CH2:17][CH:16]([CH2:15][C:14]3[CH:13]=[CH:12][C:11]([F:10])=[CH:28][CH:27]=3)[CH2:21][CH2:20]2)=[O:26])=[CH:3][CH:4]=1)#[N:7]. (9) Given the reactants [NH2:1][CH2:2][CH2:3][C:4]1[CH2:5][CH:6]([C:8](=[CH:10][CH:11]=1)[OH:9])[OH:7].N1C=C(C2CCCN2C)C=CC=1, predict the reaction product. The product is: [NH2:1][CH2:2][CH2:3][C:4]1[CH:11]=[CH:10][C:8]([OH:9])=[C:6]([OH:7])[CH:5]=1. (10) The product is: [NH2:1][C@@H:2]([C:4]1[C:5]([F:35])=[C:6]([C:10]2[CH:15]=[C:14]([NH:16][CH2:17][C@H:18]3[CH2:22][CH2:21][CH2:20][O:19]3)[CH:13]=[C:12]([CH2:23][O:24][C:25]3[CH:30]=[CH:29][CH:28]=[CH:27][C:26]=3[CH2:31][C:32]([O:34][CH2:41][CH3:42])=[O:33])[CH:11]=2)[CH:7]=[CH:8][CH:9]=1)[CH3:3]. Given the reactants [NH2:1][C@@H:2]([C:4]1[C:5]([F:35])=[C:6]([C:10]2[CH:15]=[C:14]([NH:16][CH2:17][C@H:18]3[CH2:22][CH2:21][CH2:20][O:19]3)[CH:13]=[C:12]([CH2:23][O:24][C:25]3[CH:30]=[CH:29][CH:28]=[CH:27][C:26]=3[CH2:31][C:32]([OH:34])=[O:33])[CH:11]=2)[CH:7]=[CH:8][CH:9]=1)[CH3:3].S(=O)(=O)(O)O.[CH3:41][CH2:42]O, predict the reaction product.